From a dataset of Full USPTO retrosynthesis dataset with 1.9M reactions from patents (1976-2016). Predict the reactants needed to synthesize the given product. (1) Given the product [OH:1][CH2:2][CH2:3][CH2:4][CH2:5][NH:6][S:7]([C:10]1[CH:15]=[CH:14][C:13]([C:16]2[CH:21]=[CH:20][CH:19]=[CH:18][C:17]=2[NH2:22])=[CH:12][CH:11]=1)(=[O:9])=[O:8], predict the reactants needed to synthesize it. The reactants are: [OH:1][CH2:2][CH2:3][CH2:4][CH2:5][NH:6][S:7]([C:10]1[CH:15]=[CH:14][C:13]([C:16]2[CH:21]=[CH:20][CH:19]=[CH:18][C:17]=2[N+:22]([O-])=O)=[CH:12][CH:11]=1)(=[O:9])=[O:8]. (2) Given the product [C:25]([S:5][CH2:4][CH2:3][NH2:2])([C:26]1[CH:31]=[CH:30][CH:29]=[CH:28][CH:27]=1)([C:38]1[CH:39]=[CH:40][CH:41]=[CH:42][CH:43]=1)[C:32]1[CH:33]=[CH:34][CH:35]=[CH:36][CH:37]=1, predict the reactants needed to synthesize it. The reactants are: Cl.[NH2:2][CH2:3][CH2:4][SH:5].C(N(CC)CC)C.C/C(/O[Si](C)(C)C)=N\[Si](C)(C)C.[C:25](Cl)([C:38]1[CH:43]=[CH:42][CH:41]=[CH:40][CH:39]=1)([C:32]1[CH:37]=[CH:36][CH:35]=[CH:34][CH:33]=1)[C:26]1[CH:31]=[CH:30][CH:29]=[CH:28][CH:27]=1.